From a dataset of Peptide-MHC class II binding affinity with 134,281 pairs from IEDB. Regression. Given a peptide amino acid sequence and an MHC pseudo amino acid sequence, predict their binding affinity value. This is MHC class II binding data. (1) The peptide sequence is YDKFLENVSTVLTGK. The MHC is DRB1_1302 with pseudo-sequence DRB1_1302. The binding affinity (normalized) is 0.800. (2) The peptide sequence is GELQISDKIDAAFKI. The MHC is DRB1_0401 with pseudo-sequence DRB1_0401. The binding affinity (normalized) is 0.569. (3) The peptide sequence is EIDTDGDGFIDFNEF. The MHC is HLA-DQA10201-DQB10202 with pseudo-sequence HLA-DQA10201-DQB10202. The binding affinity (normalized) is 0.541. (4) The peptide sequence is DHMSIYKFMGRSHFL. The MHC is DRB5_0101 with pseudo-sequence DRB5_0101. The binding affinity (normalized) is 0.519. (5) The peptide sequence is VDIMVRDGQLTIKAE. The MHC is HLA-DQA10501-DQB10201 with pseudo-sequence HLA-DQA10501-DQB10201. The binding affinity (normalized) is 0.347. (6) The peptide sequence is VKDLKKIITRISAVS. The MHC is DRB1_0404 with pseudo-sequence DRB1_0404. The binding affinity (normalized) is 0.334. (7) The peptide sequence is QLVMKANNSVIMNGA. The MHC is HLA-DPA10201-DPB10501 with pseudo-sequence HLA-DPA10201-DPB10501. The binding affinity (normalized) is 0.0716. (8) The peptide sequence is GRYKDEKDVTDITVK. The MHC is HLA-DQA10301-DQB10302 with pseudo-sequence HLA-DQA10301-DQB10302. The binding affinity (normalized) is 0. (9) The binding affinity (normalized) is 0.196. The peptide sequence is RDKYMFATAVAHLAGS. The MHC is H-2-IAs with pseudo-sequence H-2-IAs. (10) The peptide sequence is SNGTGNIVSSVNMVSRL. The MHC is DRB1_0401 with pseudo-sequence DRB1_0401. The binding affinity (normalized) is 0.995.